This data is from Peptide-MHC class I binding affinity with 185,985 pairs from IEDB/IMGT. The task is: Regression. Given a peptide amino acid sequence and an MHC pseudo amino acid sequence, predict their binding affinity value. This is MHC class I binding data. The peptide sequence is ERILSTYLGR. The MHC is HLA-B51:01 with pseudo-sequence HLA-B51:01. The binding affinity (normalized) is 0.